This data is from Experimentally validated miRNA-target interactions with 360,000+ pairs, plus equal number of negative samples. The task is: Binary Classification. Given a miRNA mature sequence and a target amino acid sequence, predict their likelihood of interaction. (1) The miRNA is hsa-miR-340-3p with sequence UCCGUCUCAGUUACUUUAUAGC. The protein sequence of the target gene is MGPKTLPQLAGKWQVLCMLSLCCWGWVSGQLRYSVVEESEPGTLVGNVAQDLGLKMTDLLSRRLQLGSEENGRYFSLSLMSGALAVNQKIDRESLCGASTSCLLPVQVVTEHPLELIRVEVEILDLNDNSPSFATPEREMRISESAASGARFPLDSAQDPDVGTNTVSFYTLSPNSHFSLNVKTLKDGKPFPELVLEQQLDREAQARHQLVLTAVDGGTPARSGTTLISVIVLDINDNAPTFQSSVLRVGIPENAPIGTLLLRLNATDPDEGTNGQLDYSFGDHTSEAVRNLFGLDPSSG.... Result: 0 (no interaction). (2) The miRNA is mmu-miR-5100 with sequence UCGAAUCCCAGCGGUGCCUCU. The protein sequence of the target gene is MPSTNRAGSLKDPEIAELFFKEDPEKLFTDLREIGHGSFGAVYFARDVRTNEVVAIKKMSYSGKQSTEKWQDIIKEVKFLQRIKHPNSIEYKGCYLREHTAWLVMEYCLGSASDLLEVHKKPLQEVEIAAITHGALQGLAYLHSHTMIHRDIKAGNILLTEPGQVKLADFGSASMASPANSFVGTPYWMAPEVILAMDEGQYDGKVDVWSLGITCIELAERKPPLFNMNAMSALYHIAQNESPTLQSNEWSDYFRNFVDSCLQKIPQDRPTSEELLKHMFVLRERPETVLIDLIQRTKDA.... Result: 0 (no interaction). (3) The miRNA is hsa-miR-5011-3p with sequence GUGCAUGGCUGUAUAUAUAACA. The protein sequence of the target gene is MEKRNLTVVREFVLLGLPSSAEQQHLLSVLFLCMYLATTLGNMLIIATIGFDSHLHSPMYFFLSNLAFVDICFTSTTVPQMVVNILTGTKTISFAGCLTQLFFFVSFVNMDSLLLCVMAYDRYVAICHPLHYTARMNLCLCVQLVAGLWLVTYLHALLHTVLIAQLSFCASNIIHHFFCDLNPLLQLSCSDVSFNVMIIFAVGGLLALTPLVCILVSYGLIFSTVLKITSTQGKQRAVSTCSCHLSVVVLFYGTAIAVYFSPSSPHMPESDTLSTIMYSMVAPMLNPFIYTLRNRDMKRG.... Result: 0 (no interaction). (4) The miRNA is hsa-miR-6133 with sequence UGAGGGAGGAGGUUGGGUA. The protein sequence of the target gene is MADKVRRQRPRRRVCWALVAVLLADLLALSDTLAVMSVDLGSESMKVAIVKPGVPMEIVLNKESRRKTPVIVTLKENERFFGDSAASMAIKNPKATLRYFQHLLGKQADNPHVALYQARFPEHELTFDPQRQTVHFQISSQLQFSPEEVLGMVLNYSRSLAEDFAEQPIKDAVITVPVFFNQAERRAVLQAARMAGLKVLQLINDNTATALSYGVFRRKDINTTAQNIMFYDMGSGSTVCTIVTYQMVKTKEAGMQPQLQIRGVGFDRTLGGLEMELRLRERLAGLFNEQRKGQRAKDVR.... Result: 1 (interaction). (5) The miRNA is hsa-miR-4695-5p with sequence CAGGAGGCAGUGGGCGAGCAGG. The protein sequence of the target gene is MIATGGVITGLAALKRQDSARSQQHVNLSPSPATQEKKPIRRRPRADVVVVRGKIRLYSPSGFFLILGVLISIIGIAMAVLGYWPQKEHFIDAETTLSTNETQVIRNEGGVVVRFFEQHLHSDKMKMLGPFTMGIGIFIFICANAILHENRDKETKIIHMRDIYSTVIDIHTLRIKEQRQMNGMYTGLMGETEVKQNGSSCASRLAANTIASFSGFRSSFRMDSSVEEDELMLNEGKSSGHLMPPLLSDSSVSVFGLYPPPSKTTDDKTSGSKKCETKSIVSSSISAFTLPVIKLNNCVI.... Result: 0 (no interaction). (6) The miRNA is hsa-miR-4505 with sequence AGGCUGGGCUGGGACGGA. The protein sequence of the target gene is MRRQLRSRRAPSFPYSYRYRLDDPDEANQNYLADEEEEAEEEARVTVVPKSEEEEEEEEKEEEEEEEKEEEEGQGQPTGNAWWQKLQIMSEYLWDPERRMFLARTGQSWSLILLIYFFFYASLAAVITLCMYTLFLTISPYIPTFTERVKPPGVMIRPFAHSLNFNFNVSEPDTWQHYVISLNGFLQGYNDSLQEEMNVDCPPGQYFIQDGNEDEDKKACQFKRSFLKNCSGLEDPTFGYSTGQPCILLKMNRIVGFRPELGDPVKVSCKVQRGDENDIRSISYYPESASFDLRYYPYYG.... Result: 0 (no interaction). (7) The miRNA is mmu-miR-344b-3p with sequence CAUUUAGCCAAAGCCUGACUGU. The protein sequence of the target gene is MGSNLSPQLCLMPFILGLLSGGVTTTPWSLARPQGSCSLEGVEIKGGSFRLLQEGQALEYVCPSGFYPYPVQTRTCRSTGSWSTLKTQDQKTVRKAECRAIHCPRPHDFENGEYWPRSPYYNVSDEISFHCYDGYTLRGSANRTCQVNGRWSGQTAICDNGAGYCSNPGIPIGTRKVGSQYRLEDSVTYHCSRGLTLRGSQRRTCQEGGSWSGTEPSCQDSFMYDTPQEVAEAFLSSLTETIEGVDAEDGHGPGEQQKRKIVLDPSGSMNIYLVLDGSDSIGASNFTGAKKCLVNLIEKV.... Result: 0 (no interaction).